This data is from Reaction yield outcomes from USPTO patents with 853,638 reactions. The task is: Predict the reaction yield, written as a fraction of the theoretical maximum amount of product (1.0 means a 100% yield; for example, 0.34 means a 34% yield). (1) The reactants are [NH:1]1[CH:5]=[CH:4][C:3]([CH:6]=[O:7])=[N:2]1.Br[C:9]1[CH:10]=[CH:11][C:12]([C:15]([F:18])([F:17])[F:16])=[N:13][CH:14]=1.C(=O)([O-])[O-].[Cs+].[Cs+].CN[C@@H]1CCCC[C@H]1NC.[Cl-].[NH4+]. The catalyst is CN(C=O)C.[Cu]I. The product is [F:16][C:15]([F:18])([F:17])[C:12]1[N:13]=[CH:14][C:9]([N:1]2[CH:5]=[CH:4][C:3]([CH:6]=[O:7])=[N:2]2)=[CH:10][CH:11]=1. The yield is 0.270. (2) The product is [CH2:1]([O:8][C:9]1[C:17]2[N:16]=[C:15]([CH3:18])[N:14]([CH2:23][O:24][CH3:25])[C:13]=2[CH:12]=[C:11]([Br:19])[CH:10]=1)[C:2]1[CH:3]=[CH:4][CH:5]=[CH:6][CH:7]=1. The reactants are [CH2:1]([O:8][C:9]1[C:17]2[N:16]=[C:15]([CH3:18])[NH:14][C:13]=2[CH:12]=[C:11]([Br:19])[CH:10]=1)[C:2]1[CH:7]=[CH:6][CH:5]=[CH:4][CH:3]=1.[H-].[Na+].Cl[CH2:23][O:24][CH3:25].O. The catalyst is CN(C)C=O. The yield is 0.260. (3) The reactants are [OH:1][C:2]1[C:3](=[O:22])[CH:4]=[C:5]([CH2:10][NH:11][S:12]([C:15]2[CH:20]=[CH:19][CH:18]=[C:17]([CH3:21])[CH:16]=2)(=[O:14])=[O:13])[O:6][C:7]=1[CH2:8][OH:9].[CH2:23](OC1C(=O)C=C(CNS(C2C=CC=CC=2)(=O)=O)OC=1CO)[C:24]1[CH:29]=[CH:28][CH:27]=[CH:26][CH:25]=1. No catalyst specified. The product is [CH2:23]([O:1][C:2]1[C:3](=[O:22])[CH:4]=[C:5]([CH2:10][NH:11][S:12]([C:15]2[CH:20]=[CH:19][CH:18]=[C:17]([CH3:21])[CH:16]=2)(=[O:14])=[O:13])[O:6][C:7]=1[CH2:8][OH:9])[C:24]1[CH:29]=[CH:28][CH:27]=[CH:26][CH:25]=1. The yield is 0.271. (4) The reactants are [C:1]([C:4]1[S:8][C:7]([NH2:9])=[N:6][C:5]=1[CH3:10])(=[O:3])[CH3:2].C(N(CC)CC)C.Cl[CH2:19][CH2:20][N:21]=[C:22]=[O:23]. The catalyst is O1CCCC1. The product is [C:1]([C:4]1[S:8][C:7]([N:9]2[CH2:19][CH2:20][NH:21][C:22]2=[O:23])=[N:6][C:5]=1[CH3:10])(=[O:3])[CH3:2]. The yield is 0.990. (5) The product is [Cl:13][CH2:14][CH2:15][O:16][C:17]([NH:1][C:2]1[CH:3]=[CH:4][C:5]([CH:8]([CH3:12])[C:9]([OH:11])=[O:10])=[CH:6][CH:7]=1)=[O:18]. The yield is 0.930. The reactants are [NH2:1][C:2]1[CH:7]=[CH:6][C:5]([CH:8]([CH3:12])[C:9]([OH:11])=[O:10])=[CH:4][CH:3]=1.[Cl:13][CH2:14][CH2:15][O:16][C:17](Cl)=[O:18].O.O.O.O.O.O.O.O.O.O.O.O.P([O-])([O-])([O-])=O.[Na+].[Na+].[Na+].Cl.C(OC(C)C)(C)C. The catalyst is ClCCl. (6) The reactants are [CH2:1]([O:8][C:9]1[CH:18]=[C:17]2[C:12]([C:13]([O:19][C:20]3[CH:25]=[CH:24][C:23](N)=[CH:22][C:21]=3[F:27])=[CH:14][CH:15]=[N:16]2)=[CH:11][CH:10]=1)[C:2]1[CH:7]=[CH:6][CH:5]=[CH:4][CH:3]=1.[F:28][C:29]1[CH:34]=[CH:33][C:32]([NH:35][C:36]([C:38]2([C:41]([OH:43])=O)[CH2:40][CH2:39]2)=[O:37])=[CH:31][CH:30]=1.C[N:45](C(ON1N=NC2C=CC=NC1=2)=[N+](C)C)C.F[P-](F)(F)(F)(F)F. The catalyst is C(Cl)Cl. The product is [CH2:1]([O:8][C:9]1[CH:18]=[C:17]2[C:12]([C:13]([O:19][C:20]3[CH:25]=[CH:24][C:23]([N:35]([C:32]4[CH:31]=[CH:30][C:29]([F:28])=[CH:34][CH:33]=4)[C:36]([C:38]4([C:41]([NH2:45])=[O:43])[CH2:39][CH2:40]4)=[O:37])=[CH:22][C:21]=3[F:27])=[CH:14][CH:15]=[N:16]2)=[CH:11][CH:10]=1)[C:2]1[CH:3]=[CH:4][CH:5]=[CH:6][CH:7]=1. The yield is 0.970.